Dataset: Reaction yield outcomes from USPTO patents with 853,638 reactions. Task: Predict the reaction yield, written as a fraction of the theoretical maximum amount of product (1.0 means a 100% yield; for example, 0.34 means a 34% yield). (1) The yield is 0.850. The catalyst is N1CCCCC1.C1C=CC([P]([Pd]([P](C2C=CC=CC=2)(C2C=CC=CC=2)C2C=CC=CC=2)([P](C2C=CC=CC=2)(C2C=CC=CC=2)C2C=CC=CC=2)[P](C2C=CC=CC=2)(C2C=CC=CC=2)C2C=CC=CC=2)(C2C=CC=CC=2)C2C=CC=CC=2)=CC=1.[Cu]I. The reactants are [C:1]([O:5][C:6]([N:8]1[C:16]2[C:11](=[CH:12][C:13](Br)=[C:14]([F:17])[CH:15]=2)[CH:10]=[CH:9]1)=[O:7])([CH3:4])([CH3:3])[CH3:2].[CH2:19]([OH:24])[CH2:20][CH2:21][C:22]#[CH:23].O.Cl. The product is [C:1]([O:5][C:6]([N:8]1[C:16]2[C:11](=[CH:12][C:13]([C:23]#[C:22][CH2:21][CH2:20][CH2:19][OH:24])=[C:14]([F:17])[CH:15]=2)[CH:10]=[CH:9]1)=[O:7])([CH3:4])([CH3:3])[CH3:2]. (2) The yield is 0.900. The reactants are [OH:1][C@H:2]([CH3:47])[C@H:3]([NH:16][C:17]([C:19]1[NH:20][C:21]([C:24]2[CH:29]=[C:28]([O:30][C:31]3[CH:32]=[N:33][C:34]([S:37]([CH3:40])(=[O:39])=[O:38])=[CH:35][CH:36]=3)[CH:27]=[C:26]([O:41][C@@H:42]([CH3:46])[CH2:43][O:44][CH3:45])[CH:25]=2)=[CH:22][CH:23]=1)=O)[CH2:4][O:5][Si:6]([CH:13]([CH3:15])[CH3:14])([CH:10]([CH3:12])[CH3:11])[CH:7]([CH3:9])[CH3:8].CS(O)(=O)=O.C(N(CC)CC)C.C(=O)([O-])O.[Na+]. The product is [CH3:45][O:44][CH2:43][C@H:42]([CH3:46])[O:41][C:26]1[CH:27]=[C:28]([CH:29]=[C:24]([C:21]2[NH:20][C:19]([C:17]3[O:1][C@@H:2]([CH3:47])[C@@H:3]([CH2:4][O:5][Si:6]([CH:10]([CH3:12])[CH3:11])([CH:7]([CH3:8])[CH3:9])[CH:13]([CH3:14])[CH3:15])[N:16]=3)=[CH:23][CH:22]=2)[CH:25]=1)[O:30][C:31]1[CH:36]=[CH:35][C:34]([S:37]([CH3:40])(=[O:38])=[O:39])=[N:33][CH:32]=1. The catalyst is O1CCCC1. (3) The reactants are [CH3:1][O:2][C:3]1[CH:4]=[C:5]([NH:11][C:12]2[C:13]3[N:29]=[CH:28][S:27][C:14]=3[N:15]=[C:16]([N:18]3[CH2:23][CH2:22][CH:21]([C:24]([OH:26])=O)[CH2:20][CH2:19]3)[N:17]=2)[CH:6]=[CH:7][C:8]=1[O:9][CH3:10].Br.[NH2:31][CH2:32][CH2:33][C:34]1[CH:39]=[CH:38][NH:37][C:36](=[O:40])[CH:35]=1.C(Cl)CCl.CN1C=CN=C1. The catalyst is C(Cl)Cl. The product is [CH3:1][O:2][C:3]1[CH:4]=[C:5]([NH:11][C:12]2[C:13]3[N:29]=[CH:28][S:27][C:14]=3[N:15]=[C:16]([N:18]3[CH2:19][CH2:20][CH:21]([C:24]([NH:31][CH2:32][CH2:33][C:34]4[CH:39]=[CH:38][NH:37][C:36](=[O:40])[CH:35]=4)=[O:26])[CH2:22][CH2:23]3)[N:17]=2)[CH:6]=[CH:7][C:8]=1[O:9][CH3:10]. The yield is 0.400. (4) The reactants are [Br:1][C:2]1[CH:7]=[CH:6][C:5]([S:8](Cl)(=[O:10])=[O:9])=[CH:4][CH:3]=1.[NH2:12][C:13]1[C:14]([CH3:19])=[N:15][O:16][C:17]=1[CH3:18]. The catalyst is N1C=CC=CC=1. The product is [Br:1][C:2]1[CH:7]=[CH:6][C:5]([S:8]([NH:12][C:13]2[C:14]([CH3:19])=[N:15][O:16][C:17]=2[CH3:18])(=[O:10])=[O:9])=[CH:4][CH:3]=1. The yield is 0.870. (5) The reactants are [CH2:1]([N:8]1[CH2:15][CH2:14][CH2:13][C@H:9]1[C:10]([OH:12])=O)[C:2]1[CH:7]=[CH:6][CH:5]=[CH:4][CH:3]=1.CN(C)C=O.S(Cl)([Cl:23])=O.[NH2:25][C:26]1[CH:39]=[CH:38][C:37]([Cl:40])=[CH:36][C:27]=1[C:28]([C:30]1[CH:35]=[CH:34][CH:33]=[CH:32][CH:31]=1)=[O:29]. The catalyst is C(#N)C. The product is [ClH:23].[CH2:1]([N:8]1[CH2:15][CH2:14][CH2:13][C@H:9]1[C:10]([NH:25][C:26]1[CH:39]=[CH:38][C:37]([Cl:40])=[CH:36][C:27]=1[C:28]([C:30]1[CH:31]=[CH:32][CH:33]=[CH:34][CH:35]=1)=[O:29])=[O:12])[C:2]1[CH:3]=[CH:4][CH:5]=[CH:6][CH:7]=1. The yield is 0.790. (6) The reactants are [O:1]=[C:2]([NH:8][C:9]1[CH:10]=[C:11]([CH3:15])[CH:12]=[CH:13][CH:14]=1)/[CH:3]=[CH:4]\[C:5]([OH:7])=O.CCN(CC)CC.ClC(OC)=O.[NH:28]1[CH2:33][CH2:32][O:31][CH2:30][CH2:29]1. The catalyst is C1COCC1. The product is [O:31]1[CH2:32][CH2:33][N:28]([C:5](=[O:7])/[CH:4]=[CH:3]\[C:2]([NH:8][C:9]2[CH:10]=[C:11]([CH3:15])[CH:12]=[CH:13][CH:14]=2)=[O:1])[CH2:29][CH2:30]1. The yield is 0.970. (7) The reactants are [H-].[Al+3].[Li+].[H-].[H-].[H-].[NH2:7][CH2:8][C:9]([N:11]1[CH2:15][CH2:14][CH2:13][C@@H:12]1[CH2:16][OH:17])=O.O.[OH-].[Na+]. The catalyst is O1CCCC1. The product is [NH2:7][CH2:8][CH2:9][N:11]1[CH2:15][CH2:14][CH2:13][C@@H:12]1[CH2:16][OH:17]. The yield is 0.790. (8) The reactants are [CH2:1]([N:8]([CH:30]([CH3:32])[CH3:31])[C:9]([C:11]1[C:12]([C:23]2[CH:28]=[CH:27][CH:26]=[CH:25][C:24]=2[F:29])=[N:13][C:14]([N:17]2[CH2:22][CH2:21][O:20][CH2:19][CH2:18]2)=[N:15][CH:16]=1)=[O:10])[C:2]1[CH:7]=[CH:6][CH:5]=[CH:4][CH:3]=1.[ClH:33]. The catalyst is CCOCC. The product is [ClH:33].[CH2:1]([N:8]([CH:30]([CH3:32])[CH3:31])[C:9]([C:11]1[C:12]([C:23]2[CH:28]=[CH:27][CH:26]=[CH:25][C:24]=2[F:29])=[N:13][C:14]([N:17]2[CH2:22][CH2:21][O:20][CH2:19][CH2:18]2)=[N:15][CH:16]=1)=[O:10])[C:2]1[CH:7]=[CH:6][CH:5]=[CH:4][CH:3]=1. The yield is 0.930. (9) The reactants are [CH3:1][CH:2]([OH:4])[CH3:3].[Br:5][C:6]1[CH:11]=[CH:10][CH:9]=[C:8](Br)[N:7]=1. No catalyst specified. The product is [Br:5][C:6]1[CH:11]=[CH:10][CH:9]=[C:8]([O:4][CH:2]([CH3:3])[CH3:1])[N:7]=1. The yield is 0.140. (10) The reactants are C(=O)([O-])[O-].[K+].[K+].[CH3:7][O:8][C:9]1[CH:16]=[CH:15][C:12]([CH2:13]Cl)=[CH:11][CH:10]=1.[I-].[Na+].[OH:19][C:20]1[C:21]2[C:34](=[O:35])[NH:33][CH2:32][C:22]=2[C:23]([O:30][CH3:31])=[C:24]2[C:29]=1[N:28]=[CH:27][CH:26]=[CH:25]2. The catalyst is FC1C=CC(CN2C(=O)C3C(OCOC)=C4C(C=CC=N4)=C(OC)C=3C2=O)=CC=1.C(O)(=O)C. The yield is 0.530. The product is [CH3:31][O:30][C:23]1[C:22]2[CH2:32][NH:33][C:34](=[O:35])[C:21]=2[C:20]([O:19][CH2:13][C:12]2[CH:15]=[CH:16][C:9]([O:8][CH3:7])=[CH:10][CH:11]=2)=[C:29]2[C:24]=1[CH:25]=[CH:26][CH:27]=[N:28]2.